This data is from Catalyst prediction with 721,799 reactions and 888 catalyst types from USPTO. The task is: Predict which catalyst facilitates the given reaction. Reactant: [F:1][C:2]1[CH:3]=[C:4]([C:9]2[CH:14]=[CH:13][C:12]([CH2:15][CH2:16][C@@H:17]3[C@H:21]([CH2:22][CH2:23][N:24]4[C:32](=[O:33])[C:31]5[C:26](=[CH:27][CH:28]=[CH:29][CH:30]=5)[C:25]4=[O:34])[C@H:20]([OH:35])[C@H:19]([OH:36])[O:18]3)=[CH:11][CH:10]=2)[CH:5]=[C:6]([F:8])[CH:7]=1.I([O-])(=O)(=O)=O.[Na+]. Product: [CH:19]([O:18][C@H:17]([CH2:16][CH2:15][C:12]1[CH:11]=[CH:10][C:9]([C:4]2[CH:3]=[C:2]([F:1])[CH:7]=[C:6]([F:8])[CH:5]=2)=[CH:14][CH:13]=1)[C@@H:21]([CH:20]=[O:35])[CH2:22][CH2:23][N:24]1[C:25](=[O:34])[C:26]2[C:31](=[CH:30][CH:29]=[CH:28][CH:27]=2)[C:32]1=[O:33])=[O:36]. The catalyst class is: 5.